Dataset: Full USPTO retrosynthesis dataset with 1.9M reactions from patents (1976-2016). Task: Predict the reactants needed to synthesize the given product. (1) Given the product [NH2:8][C:9]1[C:14]([CH3:15])=[N:13][C:12]([O:16][CH2:17][C:18]([N:33]([CH:30]2[CH2:31][CH2:32][N:27]([CH:22]3[CH2:23][CH2:24][CH2:25][CH2:26]3)[CH2:28][CH2:29]2)[CH3:34])=[O:20])=[N:11][C:10]=1[CH3:21], predict the reactants needed to synthesize it. The reactants are: C(OC([NH:8][C:9]1[C:10]([CH3:21])=[N:11][C:12]([O:16][CH2:17][C:18]([OH:20])=O)=[N:13][C:14]=1[CH3:15])=O)(C)(C)C.[CH:22]1([N:27]2[CH2:32][CH2:31][CH:30]([NH:33][CH3:34])[CH2:29][CH2:28]2)[CH2:26][CH2:25][CH2:24][CH2:23]1. (2) Given the product [NH2:1][C:4]1[CH:8]=[CH:7][N:6]([CH2:9][C@H:10]([OH:13])[CH2:11][OH:12])[N:5]=1, predict the reactants needed to synthesize it. The reactants are: [N+:1]([C:4]1[CH:8]=[CH:7][N:6]([CH2:9][C@H:10]([OH:13])[CH2:11][OH:12])[N:5]=1)([O-])=O.[H][H]. (3) Given the product [F:38][C:39]1[C:44]([NH:45][C:11](=[O:12])[C:10]2[CH:14]=[C:15]([C:18]3[CH:23]=[CH:22][N:21]=[CH:20][CH:19]=3)[CH:16]=[CH:17][C:9]=2[O:8][CH2:7][C:1]2[CH:6]=[CH:5][CH:4]=[CH:3][CH:2]=2)=[CH:43][CH:42]=[CH:41][N:40]=1, predict the reactants needed to synthesize it. The reactants are: [C:1]1([CH2:7][O:8][C:9]2[CH:17]=[CH:16][C:15]([C:18]3[CH:23]=[CH:22][N:21]=[CH:20][CH:19]=3)=[CH:14][C:10]=2[C:11](O)=[O:12])[CH:6]=[CH:5][CH:4]=[CH:3][CH:2]=1.C(Cl)CCl.C1C=CC2N(O)N=NC=2C=1.[F:38][C:39]1[C:44]([NH2:45])=[CH:43][CH:42]=[CH:41][N:40]=1.